From a dataset of Catalyst prediction with 721,799 reactions and 888 catalyst types from USPTO. Predict which catalyst facilitates the given reaction. (1) Reactant: Cl[C:2]1[CH:7]=[CH:6][C:5]([Cl:8])=[CH:4][C:3]=1[N+:9]([O-:11])=[O:10].[NH2:12][C:13]1[S:14][CH:15]=[CH:16][C:17]=1[C:18]#[N:19].O.[OH-].[Li+]. Product: [Cl:8][C:5]1[CH:6]=[CH:7][C:2]([NH:12][C:13]2[S:14][CH:15]=[CH:16][C:17]=2[C:18]#[N:19])=[C:3]([N+:9]([O-:11])=[O:10])[CH:4]=1. The catalyst class is: 16. (2) Reactant: [CH2:1]([O:3][C:4]([C:6]1[N:7]=[CH:8][N:9]([CH2:17][CH:18]2[CH2:23][CH2:22][CH2:21][CH2:20][N:19]2C(OC(C)(C)C)=O)[C:10]=1[C:11]1[CH:16]=[CH:15][CH:14]=[CH:13][CH:12]=1)=[O:5])[CH3:2].C(O)(C(F)(F)F)=O. Product: [C:11]1([C:10]2[N:9]([CH2:17][CH:18]3[CH2:23][CH2:22][CH2:21][CH2:20][NH:19]3)[CH:8]=[N:7][C:6]=2[C:4]([O:3][CH2:1][CH3:2])=[O:5])[CH:12]=[CH:13][CH:14]=[CH:15][CH:16]=1. The catalyst class is: 4.